From a dataset of Catalyst prediction with 721,799 reactions and 888 catalyst types from USPTO. Predict which catalyst facilitates the given reaction. (1) Reactant: [CH3:1][O:2][C:3]1[CH:12]=[CH:11][C:6]2[N:7]=[C:8]([NH2:10])[S:9][C:5]=2[CH:4]=1.Br[CH2:14][C:15]([C:17]1[CH:22]=[CH:21][C:20]([N:23]([CH2:26][CH3:27])[CH2:24][CH3:25])=[CH:19][CH:18]=1)=O. Product: [CH3:1][O:2][C:3]1[CH:12]=[CH:11][C:6]2[N:7]3[CH:14]=[C:15]([C:17]4[CH:22]=[CH:21][C:20]([N:23]([CH2:26][CH3:27])[CH2:24][CH3:25])=[CH:19][CH:18]=4)[N:10]=[C:8]3[S:9][C:5]=2[CH:4]=1. The catalyst class is: 14. (2) Reactant: [CH2:1]([C:4]1[CH:11]=[C:10]([C:12]([F:15])([F:14])[F:13])[CH:9]=[CH:8][C:5]=1[CH:6]=O)[CH2:2][CH3:3].C1(P(=[CH:35][C:36]([O:38][CH3:39])=[O:37])(C2C=CC=CC=2)C2C=CC=CC=2)C=CC=CC=1. Product: [CH3:39][O:38][C:36](=[O:37])[CH:35]=[CH:6][C:5]1[CH:8]=[CH:9][C:10]([C:12]([F:15])([F:14])[F:13])=[CH:11][C:4]=1[CH2:1][CH2:2][CH3:3]. The catalyst class is: 260.